This data is from NCI-60 drug combinations with 297,098 pairs across 59 cell lines. The task is: Regression. Given two drug SMILES strings and cell line genomic features, predict the synergy score measuring deviation from expected non-interaction effect. (1) Drug 1: CC1=C(N=C(N=C1N)C(CC(=O)N)NCC(C(=O)N)N)C(=O)NC(C(C2=CN=CN2)OC3C(C(C(C(O3)CO)O)O)OC4C(C(C(C(O4)CO)O)OC(=O)N)O)C(=O)NC(C)C(C(C)C(=O)NC(C(C)O)C(=O)NCCC5=NC(=CS5)C6=NC(=CS6)C(=O)NCCC[S+](C)C)O. Drug 2: CCN(CC)CCCC(C)NC1=C2C=C(C=CC2=NC3=C1C=CC(=C3)Cl)OC. Synergy scores: CSS=24.4, Synergy_ZIP=-6.81, Synergy_Bliss=-2.41, Synergy_Loewe=-12.1, Synergy_HSA=-1.93. Cell line: SK-MEL-5. (2) Drug 1: C1C(C(OC1N2C=NC3=C(N=C(N=C32)Cl)N)CO)O. Drug 2: CC12CCC3C(C1CCC2O)C(CC4=C3C=CC(=C4)O)CCCCCCCCCS(=O)CCCC(C(F)(F)F)(F)F. Cell line: SNB-75. Synergy scores: CSS=1.56, Synergy_ZIP=1.45, Synergy_Bliss=0.690, Synergy_Loewe=-2.45, Synergy_HSA=-2.39. (3) Drug 1: C1CCC(CC1)NC(=O)N(CCCl)N=O. Drug 2: B(C(CC(C)C)NC(=O)C(CC1=CC=CC=C1)NC(=O)C2=NC=CN=C2)(O)O. Cell line: SK-MEL-2. Synergy scores: CSS=13.4, Synergy_ZIP=-7.02, Synergy_Bliss=-2.06, Synergy_Loewe=-2.26, Synergy_HSA=-2.26. (4) Drug 1: C1CCC(CC1)NC(=O)N(CCCl)N=O. Drug 2: CC1C(C(=O)NC(C(=O)N2CCCC2C(=O)N(CC(=O)N(C(C(=O)O1)C(C)C)C)C)C(C)C)NC(=O)C3=C4C(=C(C=C3)C)OC5=C(C(=O)C(=C(C5=N4)C(=O)NC6C(OC(=O)C(N(C(=O)CN(C(=O)C7CCCN7C(=O)C(NC6=O)C(C)C)C)C)C(C)C)C)N)C. Cell line: UACC62. Synergy scores: CSS=27.1, Synergy_ZIP=-5.33, Synergy_Bliss=-1.66, Synergy_Loewe=-1.19, Synergy_HSA=-1.32. (5) Drug 1: CN1CCC(CC1)COC2=C(C=C3C(=C2)N=CN=C3NC4=C(C=C(C=C4)Br)F)OC. Drug 2: C1=CN(C(=O)N=C1N)C2C(C(C(O2)CO)O)O.Cl. Cell line: OVCAR-8. Synergy scores: CSS=41.5, Synergy_ZIP=4.07, Synergy_Bliss=6.14, Synergy_Loewe=-10.9, Synergy_HSA=7.80. (6) Drug 1: CC1OCC2C(O1)C(C(C(O2)OC3C4COC(=O)C4C(C5=CC6=C(C=C35)OCO6)C7=CC(=C(C(=C7)OC)O)OC)O)O. Drug 2: C1C(C(OC1N2C=NC3=C(N=C(N=C32)Cl)N)CO)O. Cell line: KM12. Synergy scores: CSS=9.42, Synergy_ZIP=-3.99, Synergy_Bliss=-8.89, Synergy_Loewe=-2.21, Synergy_HSA=-1.72.